This data is from Reaction yield outcomes from USPTO patents with 853,638 reactions. The task is: Predict the reaction yield, written as a fraction of the theoretical maximum amount of product (1.0 means a 100% yield; for example, 0.34 means a 34% yield). (1) The reactants are [CH2:1]([C:3]1[CH:8]=[C:7]([CH3:9])[NH:6][C:5](=[O:10])[C:4]=1[C:11]#[N:12])[CH3:2].C(N(CC)CC)C.[C:20](O[C:20]([O:22][C:23]([CH3:26])([CH3:25])[CH3:24])=[O:21])([O:22][C:23]([CH3:26])([CH3:25])[CH3:24])=[O:21]. The catalyst is CO.O1CCCC1.[Ni]. The product is [CH2:1]([C:3]1[CH:8]=[C:7]([CH3:9])[NH:6][C:5](=[O:10])[C:4]=1[CH2:11][NH:12][C:20](=[O:21])[O:22][C:23]([CH3:26])([CH3:25])[CH3:24])[CH3:2]. The yield is 0.712. (2) The reactants are Br[C:2]1[C:3]([NH:9][CH:10]([CH:12]2[CH2:17][CH2:16][N:15]([C:18]([O:20][C:21]([CH3:24])([CH3:23])[CH3:22])=[O:19])[CH2:14][CH2:13]2)[CH3:11])=[N:4][C:5]([Cl:8])=[N:6][CH:7]=1.[C:25]([O:30][CH2:31][CH3:32])(=[O:29])[C:26]#[C:27][CH3:28].[Cl-].[Li+].C(=O)(O)O. The catalyst is CN(C)C=O.C([O-])(=O)C.C([O-])(=O)C.[Pd+2]. The product is [C:21]([O:20][C:18]([N:15]1[CH2:16][CH2:17][CH:12]([CH:10]([N:9]2[C:3]3[N:4]=[C:5]([Cl:8])[N:6]=[CH:7][C:2]=3[C:26]([C:25]([O:30][CH2:31][CH3:32])=[O:29])=[C:27]2[CH3:28])[CH3:11])[CH2:13][CH2:14]1)=[O:19])([CH3:24])([CH3:23])[CH3:22]. The yield is 0.174. (3) The reactants are [Cl:1][C:2]1[CH:7]=[CH:6][C:5]([CH:8]2[CH2:13][N:12]([CH2:14][C:15]([OH:17])=O)[C:11](=[O:18])[C:10]3[S:19][C:20]([N:22]4[CH2:27][CH2:26][O:25][CH2:24][CH2:23]4)=[CH:21][C:9]2=3)=[CH:4][CH:3]=1.O.O[N:30]1C2C=CC=CC=2N=N1.Cl.CN(C)CCCN=C=NCC.[NH4+].[OH-]. The catalyst is CN(C=O)C.C(OCC)(=O)C.O. The product is [Cl:1][C:2]1[CH:7]=[CH:6][C:5]([CH:8]2[CH2:13][N:12]([CH2:14][C:15]([NH2:30])=[O:17])[C:11](=[O:18])[C:10]3[S:19][C:20]([N:22]4[CH2:27][CH2:26][O:25][CH2:24][CH2:23]4)=[CH:21][C:9]2=3)=[CH:4][CH:3]=1. The yield is 0.530. (4) The reactants are C[O:2][C:3]1[CH:4]=[C:5]2[C:10](=[CH:11][CH:12]=1)[CH:9]([CH2:13][C:14]([O:16][CH2:17][CH3:18])=[O:15])[NH:8][CH2:7][CH2:6]2.B(Br)(Br)Br.C(=O)([O-])O.[Na+].[C:28](O[C:28]([O:30][C:31]([CH3:34])([CH3:33])[CH3:32])=[O:29])([O:30][C:31]([CH3:34])([CH3:33])[CH3:32])=[O:29]. The catalyst is ClCCl.O1CCCC1.O. The product is [CH2:17]([O:16][C:14]([CH2:13][CH:9]1[C:10]2[C:5](=[CH:4][C:3]([OH:2])=[CH:12][CH:11]=2)[CH2:6][CH2:7][N:8]1[C:28]([O:30][C:31]([CH3:34])([CH3:33])[CH3:32])=[O:29])=[O:15])[CH3:18]. The yield is 0.260. (5) The catalyst is [C-]#N.[C-]#N.[Zn+2].C1C=CC([P]([Pd]([P](C2C=CC=CC=2)(C2C=CC=CC=2)C2C=CC=CC=2)([P](C2C=CC=CC=2)(C2C=CC=CC=2)C2C=CC=CC=2)[P](C2C=CC=CC=2)(C2C=CC=CC=2)C2C=CC=CC=2)(C2C=CC=CC=2)C2C=CC=CC=2)=CC=1.[Pd].CCOC(C)=O. The product is [Br:8][C:6]1[CH:7]=[C:2]([CH:3]=[C:4]([S:9]([O:12][NH:13][CH3:14])(=[O:11])=[O:10])[CH:5]=1)[C:15]#[N:16]. The reactants are Br[C:2]1[CH:3]=[C:4]([S:9]([O:12][NH:13][CH3:14])(=[O:11])=[O:10])[CH:5]=[C:6]([Br:8])[CH:7]=1.[CH3:15][N:16](C=O)C.[NH4+].[OH-]. The yield is 0.310. (6) The reactants are [OH:1][C@@H:2]1[C:11]2[CH:10]=[CH:9][N:8]3[C:12]([CH3:18])=[C:13]([CH2:15][O:16][CH3:17])[N:14]=[C:7]3[C:6]=2[NH:5][C@H:4]([C:19]2[CH:24]=[CH:23][CH:22]=[CH:21][CH:20]=2)[C@H:3]1[OH:25].CS(O)(=O)=O.ClCCl. The catalyst is COCCO. The product is [OH:25][C@H:3]1[C@@H:2]([O:1][CH2:13][CH2:15][O:16][CH3:17])[C:11]2[CH:10]=[CH:9][N:8]3[C:12]([CH3:18])=[C:13]([CH2:15][O:16][CH3:17])[N:14]=[C:7]3[C:6]=2[NH:5][C@@H:4]1[C:19]1[CH:20]=[CH:21][CH:22]=[CH:23][CH:24]=1. The yield is 0.360. (7) The yield is 0.750. The catalyst is C1(C)C=CC=CC=1.C(N(CC)CC)C. The reactants are CC[N:3]=C=NCCCN(C)C.C1C=NC2N(O)N=NC=2C=1.[CH3:22][C:23]([C:26]1[CH:27]=[C:28]([S:32]([N:35]2[C:43]3[C:38](=[CH:39][C:40]([C:44]([F:47])([F:46])[F:45])=[CH:41][CH:42]=3)[CH:37]=[C:36]2[CH2:48][C:49]2[CH:57]=[CH:56][C:52]([C:53]([OH:55])=O)=[CH:51][CH:50]=2)(=[O:34])=[O:33])[CH:29]=[CH:30][CH:31]=1)([CH3:25])[CH3:24].[C:58](=[O:65])([O:60][C:61]([CH3:64])([CH3:63])[CH3:62])[NH2:59]. The product is [CH3:24][C:23]([C:26]1[CH:27]=[C:28]([S:32]([N:35]2[C:43]3[C:38](=[CH:39][C:40]([C:44]([F:45])([F:47])[F:46])=[CH:41][CH:42]=3)[CH:37]=[C:36]2[CH2:48][C:49]2[CH:57]=[CH:56][C:52]([C:53]([N:59]([C:58]([O:60][C:61]([CH3:64])([CH3:63])[CH3:62])=[O:65])[NH2:3])=[O:55])=[CH:51][CH:50]=2)(=[O:33])=[O:34])[CH:29]=[CH:30][CH:31]=1)([CH3:25])[CH3:22].